This data is from Catalyst prediction with 721,799 reactions and 888 catalyst types from USPTO. The task is: Predict which catalyst facilitates the given reaction. (1) Reactant: C(OC(=O)[NH:7][C:8]1[CH:13]=[CH:12][C:11]([NH:14][C:15](=[O:24])[CH2:16][C:17]2[CH:22]=[CH:21][C:20]([F:23])=[CH:19][CH:18]=2)=[C:10]([N+:25]([O-:27])=[O:26])[CH:9]=1)(C)(C)C. Product: [NH2:7][C:8]1[CH:13]=[CH:12][C:11]([NH:14][C:15](=[O:24])[CH2:16][C:17]2[CH:22]=[CH:21][C:20]([F:23])=[CH:19][CH:18]=2)=[C:10]([N+:25]([O-:27])=[O:26])[CH:9]=1. The catalyst class is: 2. (2) Reactant: [Cl:1][C:2]1[CH:20]=[CH:19][CH:18]=[C:17]([F:21])[C:3]=1[CH2:4][N:5]1[CH2:10][CH2:9][N:8]([CH2:11][C:12](OCC)=[O:13])[CH2:7][CH2:6]1.[NH2:22][NH2:23]. Product: [Cl:1][C:2]1[CH:20]=[CH:19][CH:18]=[C:17]([F:21])[C:3]=1[CH2:4][N:5]1[CH2:10][CH2:9][N:8]([CH2:11][C:12]([NH:22][NH2:23])=[O:13])[CH2:7][CH2:6]1. The catalyst class is: 8. (3) Reactant: CS(O[CH2:6][CH2:7][O:8][C:9]1[CH:14]=[CH:13][C:12]([C:15]#[C:16][C:17]2[CH:22]=[CH:21][C:20]([C:23]3[CH:28]=[CH:27][C:26]([Cl:29])=[CH:25][CH:24]=3)=[CH:19][N:18]=2)=[CH:11][C:10]=1[CH3:30])(=O)=O.[CH:31]1([CH2:34][NH2:35])[CH2:33][CH2:32]1.C(N(C(C)C)C(C)C)C. Product: [Cl:29][C:26]1[CH:25]=[CH:24][C:23]([C:20]2[CH:21]=[CH:22][C:17]([C:16]#[C:15][C:12]3[CH:13]=[CH:14][C:9]([O:8][CH2:7][CH2:6][NH:35][CH2:34][CH:31]4[CH2:33][CH2:32]4)=[C:10]([CH3:30])[CH:11]=3)=[N:18][CH:19]=2)=[CH:28][CH:27]=1. The catalyst class is: 3. (4) Reactant: [H-].[Na+].[CH3:3][CH:4]1[CH2:13][CH2:12][C:11]2[C:6](=[CH:7][CH:8]=[CH:9][CH:10]=2)[C:5]1=[O:14].C([O:17][C:18](=[O:25])[CH2:19][CH2:20][CH2:21][CH2:22][CH2:23]Br)C. Product: [CH3:3][C:4]1([CH2:23][CH2:22][CH2:21][CH2:20][CH2:19][C:18]([OH:25])=[O:17])[CH2:13][CH2:12][C:11]2[C:6](=[CH:7][CH:8]=[CH:9][CH:10]=2)[C:5]1=[O:14]. The catalyst class is: 1. (5) Reactant: [Li+].[CH3:2][Si:3]([N-][Si:3]([CH3:5])([CH3:4])[CH3:2])([CH3:5])[CH3:4].[Br:11][C:12]1[CH:13]=[CH:14][C:15]([O:20][CH2:21][C:22]([F:25])([F:24])[F:23])=[C:16]([CH:19]=1)[CH:17]=O.C[Si](Cl)(C)C.[CH2:31]([N:33](CC)CC)[CH3:32].C(Cl)(=[O:40])C. Product: [Br:11][C:12]1[CH:13]=[CH:14][C:15]([O:20][CH2:21][C:22]([F:25])([F:24])[F:23])=[C:16]([CH:17]=[N:33][C:31]([O:40][Si:3]([CH3:5])([CH3:4])[CH3:2])=[CH2:32])[CH:19]=1. The catalyst class is: 385. (6) Reactant: [C:1]([C@:8]1(C(O)=O)[CH2:12][C@H:11]([NH2:13])[CH2:10][N:9]1C(OCC1C2C(=CC=CC=2)C2C1=CC=CC=2)=O)([O:3]C(C)(C)C)=[O:2].C(NCC)C. Product: [NH2:13][C@@H:11]1[CH2:10][NH:9][C@@H:8]([C:1]([OH:3])=[O:2])[CH2:12]1. The catalyst class is: 10. (7) Reactant: [NH:1]1[CH2:5][CH2:4][N:3]=[C:2]1[CH:6]=[C:7]([C:18]1[CH:27]=[CH:26][C:25]2[C:20](=[CH:21][CH:22]=[CH:23][CH:24]=2)[N:19]=1)[C:8]1[CH:13]=[CH:12][CH:11]=[C:10]([C:14]([F:17])([F:16])[F:15])[CH:9]=1. Product: [NH:3]1[CH2:4][CH2:5][N:1]=[C:2]1[CH2:6][CH:7]([C:18]1[CH:27]=[CH:26][C:25]2[C:20](=[CH:21][CH:22]=[CH:23][CH:24]=2)[N:19]=1)[C:8]1[CH:13]=[CH:12][CH:11]=[C:10]([C:14]([F:17])([F:15])[F:16])[CH:9]=1. The catalyst class is: 50. (8) Reactant: [Cl:1][C:2]1[C:10]2[N:9]=[C:8]3[N:11]([C:15]4[CH:20]=[CH:19][C:18]([Cl:21])=[CH:17][C:16]=4[Cl:22])[CH2:12][CH2:13][CH2:14][N:7]3[C:6]=2[C:5]([CH2:23]SCC)=[CH:4][CH:3]=1.Cl[C:28]1C=CC=C(C(OO)=O)[CH:29]=1.[S:38]([O-:42])([O-])(=[O:40])=S.[Na+].[Na+]. Product: [Cl:1][C:2]1[C:10]2[N:9]=[C:8]3[N:11]([C:15]4[CH:20]=[CH:19][C:18]([Cl:21])=[CH:17][C:16]=4[Cl:22])[CH2:12][CH2:13][CH2:14][N:7]3[C:6]=2[C:5]([CH2:23][S:38]([CH2:28][CH3:29])(=[O:42])=[O:40])=[CH:4][CH:3]=1. The catalyst class is: 10. (9) Reactant: [Cl:1][C:2]1[N:7]=[C:6]([C:8]2[S:12][C:11]([C:13]3([CH3:26])[CH2:18][CH2:17][N:16]([C:19]([O:21][C:22]([CH3:25])([CH3:24])[CH3:23])=[O:20])[CH2:15][CH2:14]3)=[N:10][C:9]=2[C:27]2[CH:32]=[CH:31][CH:30]=[C:29]([NH:33]C(OCC=C)=O)[C:28]=2[F:40])[CH:5]=[CH:4][N:3]=1.C([SnH](CCCC)CCCC)CCC.O. Product: [NH2:33][C:29]1[C:28]([F:40])=[C:27]([C:9]2[N:10]=[C:11]([C:13]3([CH3:26])[CH2:18][CH2:17][N:16]([C:19]([O:21][C:22]([CH3:24])([CH3:23])[CH3:25])=[O:20])[CH2:15][CH2:14]3)[S:12][C:8]=2[C:6]2[CH:5]=[CH:4][N:3]=[C:2]([Cl:1])[N:7]=2)[CH:32]=[CH:31][CH:30]=1. The catalyst class is: 668.